This data is from Forward reaction prediction with 1.9M reactions from USPTO patents (1976-2016). The task is: Predict the product of the given reaction. (1) Given the reactants [N+:1]([C:4]([N+:8]([O-:10])=[O:9])(O)[CH2:5]C)([O-:3])=[O:2].[CH2:11]([CH:17]([CH2:21][CH2:22][CH2:23][CH2:24][CH2:25][CH2:26][CH2:27][CH3:28])[C:18]([OH:20])=[O:19])[CH2:12][CH2:13][CH2:14][CH2:15][CH3:16].Cl[CH:30](Cl)C, predict the reaction product. The product is: [N+:1]([C:4]([N+:8]([O-:10])=[O:9])([CH3:5])[CH2:30][O:19][C:18](=[O:20])[CH:17]([CH2:11][CH2:12][CH2:13][CH2:14][CH2:15][CH3:16])[CH2:21][CH2:22][CH2:23][CH2:24][CH2:25][CH2:26][CH2:27][CH3:28])([O-:3])=[O:2]. (2) The product is: [CH3:1][O:2][C:3](=[O:15])[NH:4][CH:5]1[CH2:13][C:12]2[C:7](=[CH:8][CH:9]=[CH:10][CH:11]=2)[CH:6]1[O:14][C:25](=[O:26])[CH3:17]. Given the reactants [CH3:1][O:2][C:3](=[O:15])[NH:4][CH:5]1[CH2:13][C:12]2[C:7](=[CH:8][CH:9]=[CH:10][CH:11]=2)[CH:6]1[OH:14].N[C@H:17]([C:25](O)=[O:26])CC1C=CC=CC=1.N1C=CC=CC=1.C(Cl)(=O)C, predict the reaction product. (3) Given the reactants [CH3:1][O:2][C:3]1[CH:8]=[CH:7][C:6](B(O)O)=[CH:5][CH:4]=1.[Cl:12][C:13]1[CH:14]=[C:15]([CH2:19][N:20]2[CH:24]=[CH:23][N:22]=[C:21]2[CH3:25])[N:16]=[N:17][CH:18]=1, predict the reaction product. The product is: [ClH:12].[CH3:1][O:2][C:3]1[CH:8]=[CH:7][C:6]([C:13]2[CH:14]=[C:15]([CH2:19][N:20]3[CH:24]=[CH:23][N:22]=[C:21]3[CH3:25])[N:16]=[N:17][CH:18]=2)=[CH:5][CH:4]=1. (4) Given the reactants Cl.CON.CO.[Si:7]([O:24][C@@H:25]1[C@@H:29]([CH2:30][O:31][Si:32]([C:45]([CH3:48])([CH3:47])[CH3:46])([C:39]2[CH:44]=[CH:43][CH:42]=[CH:41][CH:40]=2)[C:33]2[CH:38]=[CH:37][CH:36]=[CH:35][CH:34]=2)[O:28][CH:27]([OH:49])[C@H:26]1[F:50])([C:20]([CH3:23])([CH3:22])[CH3:21])([C:14]1[CH:19]=[CH:18][CH:17]=[CH:16][CH:15]=1)[C:8]1[CH:13]=[CH:12][CH:11]=[CH:10][CH:9]=1.C(N(CC)CC)C, predict the reaction product. The product is: [Si:7]([O:24][C@H:25]([C@H:29]([OH:28])[CH2:30][O:31][Si:32]([C:45]([CH3:48])([CH3:47])[CH3:46])([C:33]1[CH:34]=[CH:35][CH:36]=[CH:37][CH:38]=1)[C:39]1[CH:40]=[CH:41][CH:42]=[CH:43][CH:44]=1)[C@@H:26]([F:50])[CH:27]=[O:49])([C:20]([CH3:21])([CH3:22])[CH3:23])([C:8]1[CH:13]=[CH:12][CH:11]=[CH:10][CH:9]=1)[C:14]1[CH:15]=[CH:16][CH:17]=[CH:18][CH:19]=1. (5) Given the reactants [CH3:1][C:2]1[CH:3]=[CH:4][C:5]2[O:10][CH2:9][CH2:8][NH:7][C:6]=2[CH:11]=1.C(N(CC)CC)C.[CH3:19][S:20](Cl)(=[O:22])=[O:21], predict the reaction product. The product is: [CH3:19][S:20]([N:7]1[C:6]2[CH:11]=[C:2]([CH3:1])[CH:3]=[CH:4][C:5]=2[O:10][CH2:9][CH2:8]1)(=[O:22])=[O:21]. (6) Given the reactants [NH2:1][C:2]1[C:3]([C:23]#[N:24])=[C:4]([CH:20]=[CH:21][CH:22]=1)[O:5][CH2:6][CH:7]1[CH2:12][CH2:11][N:10](C(OC(C)(C)C)=O)[CH2:9][CH2:8]1.Cl, predict the reaction product. The product is: [NH2:1][C:2]1[CH:22]=[CH:21][CH:20]=[C:4]([O:5][CH2:6][CH:7]2[CH2:12][CH2:11][NH:10][CH2:9][CH2:8]2)[C:3]=1[C:23]#[N:24]. (7) Given the reactants CC1(C)[O:9][C:8](=[O:10])[C:5]2([CH2:7][CH2:6]2)[C:4](=[O:11])O1.[F:13][C:14]1[CH:15]=[C:16]([CH:18]=[CH:19][C:20]=1[F:21])[NH2:17], predict the reaction product. The product is: [F:13][C:14]1[CH:15]=[C:16]([N:17]2[CH2:6][CH2:7][CH:5]([C:8]([OH:9])=[O:10])[C:4]2=[O:11])[CH:18]=[CH:19][C:20]=1[F:21].